Task: Predict which catalyst facilitates the given reaction.. Dataset: Catalyst prediction with 721,799 reactions and 888 catalyst types from USPTO (1) Reactant: [O:1]1[CH2:6][CH2:5][N:4]([C:7](=O)[CH2:8][C@@H:9]([NH:18][C:19]2[CH:24]=[CH:23][C:22]([S:25]([NH2:28])(=[O:27])=[O:26])=[CH:21][C:20]=2[S:29]([C:32]([F:35])([F:34])[F:33])(=[O:31])=[O:30])[CH2:10][S:11][C:12]2[CH:17]=[CH:16][CH:15]=[CH:14][CH:13]=2)[CH2:3][CH2:2]1.B.C1COCC1.Cl.C([O-])([O-])=O.[Na+].[Na+]. Product: [O:1]1[CH2:6][CH2:5][N:4]([CH2:7][CH2:8][C@@H:9]([NH:18][C:19]2[CH:24]=[CH:23][C:22]([S:25]([NH2:28])(=[O:26])=[O:27])=[CH:21][C:20]=2[S:29]([C:32]([F:35])([F:33])[F:34])(=[O:31])=[O:30])[CH2:10][S:11][C:12]2[CH:13]=[CH:14][CH:15]=[CH:16][CH:17]=2)[CH2:3][CH2:2]1. The catalyst class is: 513. (2) Reactant: C([NH:3][CH2:4][C:5]([OH:7])=O)C.Cl.C(=O)(O)[O-:10].[K+].[C:14]([O:17][CH:18]([CH3:20])C)(=[O:16])[CH3:15].[CH3:21][O:22][CH:23]([O:26][CH3:27])[CH2:24][NH2:25]. Product: [CH3:21][O:22][CH:23]([O:26][CH3:27])[CH2:24][NH:25][C:5]([C:4]([NH:3][CH2:15][C:14]([O:17][CH2:18][CH3:20])=[O:16])=[O:10])=[O:7]. The catalyst class is: 6. (3) Reactant: [Cl-].[CH3:2][O:3][CH2:4][P+](C1C=CC=CC=1)(C1C=CC=CC=1)C1C=CC=CC=1.CC(C)([O-])C.[K+].[F:30][C:31]1[C:36]([F:37])=[C:35]([O:38][CH2:39][CH3:40])[CH:34]=[CH:33][C:32]=1[CH:41]1[CH2:46][CH2:45][C:44](=O)[CH2:43][CH2:42]1.O. The catalyst class is: 1. Product: [CH2:39]([O:38][C:35]1[CH:34]=[CH:33][C:32]([CH:41]2[CH2:46][CH2:45][C:44](=[CH:2][O:3][CH3:4])[CH2:43][CH2:42]2)=[C:31]([F:30])[C:36]=1[F:37])[CH3:40]. (4) Product: [F:26][C:23]1[CH:24]=[CH:25][C:20]([N:17]2[CH:18]=[CH:19][C:15]([CH2:13][OH:12])=[N:16]2)=[N:21][CH:22]=1. The catalyst class is: 1. Reactant: CC(C[AlH]CC(C)C)C.C([O:12][C:13]([C:15]1[CH:19]=[CH:18][N:17]([C:20]2[CH:25]=[CH:24][C:23]([F:26])=[CH:22][N:21]=2)[N:16]=1)=O)C.Cl.[OH-].[Na+].C(C(C(C([O-])=O)O)O)([O-])=O.[Na+].[K+].[C@H](O)(C([O-])=O)[C@@H](O)C([O-])=O.[Na+].[K+]. (5) Reactant: [Cl:1][C:2]1[CH:3]=[C:4]([S:9]([N:12]([CH2:14][CH2:15][N:16]([CH3:18])[CH3:17])[CH3:13])(=[O:11])=[O:10])[CH:5]=[N:6][C:7]=1Cl.CC(C)([O-])C.[K+].CN(C)C(=O)C.[CH3:31][N:32]1[CH:36]=[CH:35][C:34]([NH:37][C:38]2[C:47]3[C:42](=[CH:43][CH:44]=[C:45]([OH:48])[CH:46]=3)[N:41]=[CH:40][N:39]=2)=[N:33]1. Product: [Cl:1][C:2]1[CH:3]=[C:4]([S:9]([N:12]([CH2:14][CH2:15][N:16]([CH3:18])[CH3:17])[CH3:13])(=[O:11])=[O:10])[CH:5]=[N:6][C:7]=1[O:48][C:45]1[CH:46]=[C:47]2[C:42](=[CH:43][CH:44]=1)[N:41]=[CH:40][N:39]=[C:38]2[NH:37][C:34]1[CH:35]=[CH:36][N:32]([CH3:31])[N:33]=1. The catalyst class is: 6. (6) Reactant: Br[C:2]1[N:3]=[CH:4][C:5]([F:32])=[C:6]2[C:10]([C:11](=[O:31])[C:12]([N:14]3[CH2:19][CH2:18][N:17]([C:20]4[N:24]([C:25]5[CH:30]=[CH:29][CH:28]=[CH:27][CH:26]=5)[N:23]=[N:22][N:21]=4)[CH2:16][CH2:15]3)=[O:13])=[CH:9][NH:8][C:7]=12.C([Sn](CCCC)(CCCC)[C:38]([O:40]CC)=[CH2:39])CCC. Product: [C:38]([C:2]1[N:3]=[CH:4][C:5]([F:32])=[C:6]2[C:10]([C:11](=[O:31])[C:12]([N:14]3[CH2:19][CH2:18][N:17]([C:20]4[N:24]([C:25]5[CH:30]=[CH:29][CH:28]=[CH:27][CH:26]=5)[N:23]=[N:22][N:21]=4)[CH2:16][CH2:15]3)=[O:13])=[CH:9][NH:8][C:7]=12)(=[O:40])[CH3:39]. The catalyst class is: 77. (7) Product: [CH3:34][C@H:17]1[CH2:16][N:15]([C:2]2([CH3:1])[CH2:3][CH2:4][NH:5][CH2:6][CH2:7]2)[CH2:20][CH2:19][N:18]1[CH:21]1[C:29]2[C:24](=[CH:25][CH:26]=[C:27]([C:30]([F:33])([F:31])[F:32])[CH:28]=2)[CH2:23][CH2:22]1. The catalyst class is: 12. Reactant: [CH3:1][C:2]1([N:15]2[CH2:20][CH2:19][N:18]([CH:21]3[C:29]4[C:24](=[CH:25][CH:26]=[C:27]([C:30]([F:33])([F:32])[F:31])[CH:28]=4)[CH2:23][CH2:22]3)[C@@H:17]([CH3:34])[CH2:16]2)[CH2:7][CH2:6][N:5](C(OC(C)(C)C)=O)[CH2:4][CH2:3]1.Cl. (8) Reactant: [CH2:1]([OH:5])[CH2:2][CH2:3][CH3:4].[Cl:6][C:7]1[CH:8]=[C:9]2[CH:15]=[CH:14][N:13]([C:16]3[N:20]([CH3:21])[N:19]=[C:18]([C:22]([F:25])([F:24])[F:23])[C:17]=3[CH2:26][CH2:27][S:28]([NH2:31])(=[O:30])=[O:29])[C:10]2=[N:11][CH:12]=1.N12CCCN=C1CCCCC2.[Cl-].[NH4+].CN(C)[CH:47]=[O:48]. Product: [Cl:6][C:7]1[CH:8]=[C:9]2[CH:15]=[CH:14][N:13]([C:16]3[N:20]([CH3:21])[N:19]=[C:18]([C:22]([F:23])([F:25])[F:24])[C:17]=3[CH2:26][CH2:27][S:28]([NH:31][C:47](=[O:48])[O:5][CH2:1][CH2:2][CH2:3][CH3:4])(=[O:30])=[O:29])[C:10]2=[N:11][CH:12]=1. The catalyst class is: 277. (9) Reactant: [CH3:1][C:2]([CH3:27])([CH3:26])[C:3]([O:5][CH2:6][N:7]1[C:15](=[O:16])[C:14]2[NH:13][CH:12]=[N:11][C:10]=2[N:9]([CH2:17][O:18][C:19](=[O:24])[C:20]([CH3:23])([CH3:22])[CH3:21])[C:8]1=[O:25])=[O:4].Br[CH2:29][C:30]#[C:31][CH3:32].C(=O)([O-])[O-].[K+].[K+]. Product: [CH3:1][C:2]([CH3:27])([CH3:26])[C:3]([O:5][CH2:6][N:7]1[C:15](=[O:16])[C:14]2[N:13]([CH2:29][C:30]#[C:31][CH3:32])[CH:12]=[N:11][C:10]=2[N:9]([CH2:17][O:18][C:19](=[O:24])[C:20]([CH3:21])([CH3:23])[CH3:22])[C:8]1=[O:25])=[O:4]. The catalyst class is: 9.